Dataset: Catalyst prediction with 721,799 reactions and 888 catalyst types from USPTO. Task: Predict which catalyst facilitates the given reaction. Reactant: [CH2:1]([O:3][C:4](=[O:28])[C:5]([F:27])([F:26])[C:6]1[C:15]2[C:10](=[CH:11][C:12]([O:16]CC3C=CC(OC)=CC=3)=[CH:13][CH:14]=2)[CH2:9][CH2:8][CH:7]=1)[CH3:2].[H][H]. Product: [CH2:1]([O:3][C:4](=[O:28])[C:5]([F:27])([F:26])[CH:6]1[C:15]2[C:10](=[CH:11][C:12]([OH:16])=[CH:13][CH:14]=2)[CH2:9][CH2:8][CH2:7]1)[CH3:2]. The catalyst class is: 256.